This data is from Full USPTO retrosynthesis dataset with 1.9M reactions from patents (1976-2016). The task is: Predict the reactants needed to synthesize the given product. Given the product [C:19]([CH2:20][CH2:21][CH2:22][NH:23][C:13]([C:6]1[N:5]([CH2:4][CH2:3][CH:2]([CH3:16])[CH3:1])[CH:9]=[C:8]([N+:10]([O-:12])=[O:11])[CH:7]=1)=[O:14])#[N:18], predict the reactants needed to synthesize it. The reactants are: [CH3:1][CH:2]([CH3:16])[CH2:3][CH2:4][N:5]1[CH:9]=[C:8]([N+:10]([O-:12])=[O:11])[CH:7]=[C:6]1[C:13](Cl)=[O:14].Cl.[NH2:18][CH2:19][CH2:20][CH2:21][C:22]#[N:23].N1C=CC=CC=1.